The task is: Predict the product of the given reaction.. This data is from Forward reaction prediction with 1.9M reactions from USPTO patents (1976-2016). (1) Given the reactants [N:1]1([CH2:7][CH2:8][NH:9][C:10]2[C:19]3[C:14](=[CH:15][CH:16]=[CH:17][CH:18]=3)[C:13]([NH2:20])=[CH:12][CH:11]=2)[CH2:6][CH2:5][O:4][CH2:3][CH2:2]1.[F:21][C:22]1[CH:23]=[C:24]([CH:28]=[C:29]([N:31]2[CH2:36][CH2:35][O:34][CH2:33][CH2:32]2)[CH:30]=1)[C:25](O)=[O:26].CN(C(ON1N=NC2C=CC=CC1=2)=[N+](C)C)C.F[P-](F)(F)(F)(F)F.C(N(C(C)C)CC)(C)C, predict the reaction product. The product is: [F:21][C:22]1[CH:23]=[C:24]([CH:28]=[C:29]([N:31]2[CH2:36][CH2:35][O:34][CH2:33][CH2:32]2)[CH:30]=1)[C:25]([NH:20][C:13]1[C:14]2[C:19](=[CH:18][CH:17]=[CH:16][CH:15]=2)[C:10]([NH:9][CH2:8][CH2:7][N:1]2[CH2:6][CH2:5][O:4][CH2:3][CH2:2]2)=[CH:11][CH:12]=1)=[O:26]. (2) Given the reactants [CH3:1][O:2][C:3]([C:5]1[S:6][C:7]([C:11]2[CH:16]=[CH:15][C:14]([Cl:17])=[CH:13][CH:12]=2)=[C:8]([CH3:10])[CH:9]=1)=[O:4].[Br:18]Br, predict the reaction product. The product is: [CH3:1][O:2][C:3]([C:5]1[S:6][C:7]([C:11]2[CH:12]=[CH:13][C:14]([Cl:17])=[CH:15][CH:16]=2)=[C:8]([CH3:10])[C:9]=1[Br:18])=[O:4]. (3) The product is: [CH3:12][O:11][CH:10]([O:13][CH3:14])[CH2:9][N:1]1[CH:5]=[CH:4][N:3]=[C:2]1[CH:6]=[O:7]. Given the reactants [NH:1]1[CH:5]=[CH:4][N:3]=[C:2]1[CH:6]=[O:7].Br[CH2:9][CH:10]([O:13][CH3:14])[O:11][CH3:12].C(=O)([O-])[O-].[K+].[K+].[I-].[K+], predict the reaction product. (4) Given the reactants [CH2:1]([O:10][C@@H:11]1[C@H:15]([OH:16])[C@@H:14]([CH2:17][OH:18])[O:13][C@H:12]1[N:19]1[C:28]2[N:27]=[CH:26][N:25]=[C:23]([NH2:24])[C:22]=2[N:21]=[CH:20]1)[CH2:2][CH2:3][CH2:4][CH2:5][CH2:6][CH2:7][CH2:8][CH3:9].[C:29](Cl)(=[O:36])[C:30]1[CH:35]=[CH:34][CH:33]=[CH:32][CH:31]=1, predict the reaction product. The product is: [CH2:1]([O:10][C@@H:11]1[C@H:15]([OH:16])[C@@H:14]([CH2:17][OH:18])[O:13][C@H:12]1[N:19]1[C:28]2[N:27]=[CH:26][N:25]=[C:23]([NH:24][C:29](=[O:36])[C:30]3[CH:35]=[CH:34][CH:33]=[CH:32][CH:31]=3)[C:22]=2[N:21]=[CH:20]1)[CH2:2][CH2:3][CH2:4][CH2:5][CH2:6][CH2:7][CH2:8][CH3:9]. (5) Given the reactants [CH3:1][N:2]1[CH2:7][CH:6]=[C:5]([C:8]2[CH:20]=[CH:19][CH:18]=[CH:17][C:9]=2[CH:10]=[C:11]2[CH2:15][CH2:14][NH:13][C:12]2=[O:16])[CH2:4][CH2:3]1.[H][H], predict the reaction product. The product is: [CH3:1][N:2]1[CH2:7][CH2:6][CH:5]([C:8]2[CH:20]=[CH:19][CH:18]=[CH:17][C:9]=2[CH2:10][CH:11]2[CH2:15][CH2:14][NH:13][C:12]2=[O:16])[CH2:4][CH2:3]1.